Task: Binary Classification. Given a drug SMILES string, predict its activity (active/inactive) in a high-throughput screening assay against a specified biological target.. Dataset: Orexin1 receptor HTS with 218,158 compounds and 233 confirmed actives (1) The compound is Fc1c(n2c(=O)c3c(nc2)cccc3)cccc1. The result is 0 (inactive). (2) The compound is S(=O)(=O)(Nc1ccc(OC)cc1)c1cc(N)c(N2CCCC2)cc1. The result is 0 (inactive). (3) The molecule is O(C1CCN(CC1)C(=O)C)c1c(OC)cc(C(=O)N2CC(N(CC2)C)C)cc1. The result is 0 (inactive). (4) The result is 0 (inactive). The molecule is Brc1cc(F)c(NS(=O)(=O)c2c(c(n(c2C)C)C)C(=O)N2CCOCC2)cc1. (5) The drug is O(C(=O)CCCc1c2c([nH]c1)cccc2)CC(=O)NC(=O)N. The result is 0 (inactive). (6) The compound is S(=O)(=O)(N(CCC(=O)Nc1ccc(OC(F)(F)F)cc1)c1ccccc1)c1ccc(cc1)C. The result is 0 (inactive). (7) The compound is S(=O)(=O)(N1CCCC1)c1cc2N(CC(=O)Nc3c(OC)ccc(c3)C)C(=O)CSc2cc1. The result is 0 (inactive). (8) The drug is Clc1c(scc1)C(=O)Nc1cc2c(COC2=O)cc1. The result is 0 (inactive). (9) The drug is s1c=2n(CCN2)c(c2ccc(F)cc2)c1. The result is 0 (inactive).